From a dataset of Reaction yield outcomes from USPTO patents with 853,638 reactions. Predict the reaction yield, written as a fraction of the theoretical maximum amount of product (1.0 means a 100% yield; for example, 0.34 means a 34% yield). (1) The reactants are [CH:1]1([NH:8][C:9]2[N:14]=[C:13]([NH:15][CH2:16][CH:17]3[CH2:21][CH2:20][CH2:19][N:18]3[CH2:22][CH3:23])[N:12]=[C:11]([NH:24][C:25]3[CH:30]=[CH:29][C:28]([O:31][CH3:32])=[C:27]([F:33])[CH:26]=3)[N:10]=2)[CH2:7][CH2:6][CH2:5][CH2:4][CH2:3][CH2:2]1.[ClH:34]. The catalyst is CO. The product is [ClH:34].[CH:1]1([NH:8][C:9]2[N:14]=[C:13]([NH:15][CH2:16][CH:17]3[CH2:21][CH2:20][CH2:19][N:18]3[CH2:22][CH3:23])[N:12]=[C:11]([NH:24][C:25]3[CH:30]=[CH:29][C:28]([O:31][CH3:32])=[C:27]([F:33])[CH:26]=3)[N:10]=2)[CH2:7][CH2:6][CH2:5][CH2:4][CH2:3][CH2:2]1. The yield is 0.970. (2) The catalyst is CCOCC.CCCCCC. The reactants are Br[C:2]1[CH:7]=[CH:6][CH:5]=[CH:4][C:3]=1[C:8]1[CH:13]=[CH:12][CH:11]=[CH:10][CH:9]=1.C([Li])CCC.C([O:22][B:23](OC(C)C)[O:24]C(C)C)(C)C.Cl. The yield is 0.620. The product is [C:3]1([C:8]2[CH:13]=[CH:12][CH:11]=[CH:10][CH:9]=2)[C:2]([B:23]([OH:24])[OH:22])=[CH:7][CH:6]=[CH:5][CH:4]=1. (3) The reactants are [F:1][C:2]1[CH:3]=[C:4]([NH:22]C(=O)C)[CH:5]=[CH:6][C:7]=1[O:8][C:9]1[CH:14]=[CH:13][N:12]=[C:11]([NH:15][C:16]2[CH:21]=[CH:20][CH:19]=[CH:18][CH:17]=2)[CH:10]=1. The catalyst is Cl. The product is [NH2:22][C:4]1[CH:5]=[CH:6][C:7]([O:8][C:9]2[CH:14]=[CH:13][N:12]=[C:11]([NH:15][C:16]3[CH:21]=[CH:20][CH:19]=[CH:18][CH:17]=3)[CH:10]=2)=[C:2]([F:1])[CH:3]=1. The yield is 0.670. (4) The reactants are Cl.[F:2][C:3]([F:11])([F:10])[CH:4]1[CH2:9][CH2:8][NH:7][CH2:6][CH2:5]1.[CH3:12][O:13][C:14](=[O:17])[CH2:15]Br.C(N(CC)CC)C. The catalyst is C1COCC1.O. The product is [CH3:12][O:13][C:14](=[O:17])[CH2:15][N:7]1[CH2:8][CH2:9][CH:4]([C:3]([F:11])([F:10])[F:2])[CH2:5][CH2:6]1. The yield is 0.980. (5) The reactants are [CH2:1]([C:11]1[C:19](=O)[N:18]2[C:14]([NH:15][C:16]3[CH:24]=[CH:23][CH:22]=[CH:21][C:17]=32)=[C:13]([C:25]#[N:26])[C:12]=1[CH3:27])[CH2:2][CH2:3][CH2:4][CH2:5][CH2:6][CH2:7][CH2:8][CH2:9][CH3:10].P(Cl)(Cl)([Cl:30])=O. No catalyst specified. The product is [Cl:30][C:19]1[N:18]2[C:14](=[N:15][C:16]3[CH:24]=[CH:23][CH:22]=[CH:21][C:17]=32)[C:13]([C:25]#[N:26])=[C:12]([CH3:27])[C:11]=1[CH2:1][CH2:2][CH2:3][CH2:4][CH2:5][CH2:6][CH2:7][CH2:8][CH2:9][CH3:10]. The yield is 0.870.